This data is from NCI-60 drug combinations with 297,098 pairs across 59 cell lines. The task is: Regression. Given two drug SMILES strings and cell line genomic features, predict the synergy score measuring deviation from expected non-interaction effect. (1) Drug 1: C1=NC2=C(N1)C(=S)N=C(N2)N. Synergy scores: CSS=33.9, Synergy_ZIP=2.59, Synergy_Bliss=0.924, Synergy_Loewe=-19.6, Synergy_HSA=-2.06. Cell line: NCI-H460. Drug 2: C1=CC(=CC=C1C#N)C(C2=CC=C(C=C2)C#N)N3C=NC=N3. (2) Drug 1: CN1C(=O)N2C=NC(=C2N=N1)C(=O)N. Drug 2: CCN(CC)CCNC(=O)C1=C(NC(=C1C)C=C2C3=C(C=CC(=C3)F)NC2=O)C. Cell line: U251. Synergy scores: CSS=0.728, Synergy_ZIP=3.41, Synergy_Bliss=2.41, Synergy_Loewe=0.813, Synergy_HSA=-2.99. (3) Cell line: SN12C. Drug 1: CC1CCC2CC(C(=CC=CC=CC(CC(C(=O)C(C(C(=CC(C(=O)CC(OC(=O)C3CCCCN3C(=O)C(=O)C1(O2)O)C(C)CC4CCC(C(C4)OC)OCCO)C)C)O)OC)C)C)C)OC. Drug 2: CN(CC1=CN=C2C(=N1)C(=NC(=N2)N)N)C3=CC=C(C=C3)C(=O)NC(CCC(=O)O)C(=O)O. Synergy scores: CSS=18.3, Synergy_ZIP=-4.20, Synergy_Bliss=-3.76, Synergy_Loewe=-4.72, Synergy_HSA=-1.32. (4) Drug 1: CC1=C(C(CCC1)(C)C)C=CC(=CC=CC(=CC(=O)O)C)C. Drug 2: C1=CC=C(C=C1)NC(=O)CCCCCCC(=O)NO. Cell line: NCIH23. Synergy scores: CSS=8.53, Synergy_ZIP=-3.75, Synergy_Bliss=-3.51, Synergy_Loewe=-11.5, Synergy_HSA=-3.88.